Dataset: NCI-60 drug combinations with 297,098 pairs across 59 cell lines. Task: Regression. Given two drug SMILES strings and cell line genomic features, predict the synergy score measuring deviation from expected non-interaction effect. (1) Drug 1: CC(CN1CC(=O)NC(=O)C1)N2CC(=O)NC(=O)C2. Cell line: HCC-2998. Drug 2: CC(C)CN1C=NC2=C1C3=CC=CC=C3N=C2N. Synergy scores: CSS=8.43, Synergy_ZIP=-0.979, Synergy_Bliss=4.23, Synergy_Loewe=0.616, Synergy_HSA=0.945. (2) Drug 1: CN1C2=C(C=C(C=C2)N(CCCl)CCCl)N=C1CCCC(=O)O.Cl. Drug 2: CN(CC1=CN=C2C(=N1)C(=NC(=N2)N)N)C3=CC=C(C=C3)C(=O)NC(CCC(=O)O)C(=O)O. Cell line: HOP-92. Synergy scores: CSS=19.2, Synergy_ZIP=1.64, Synergy_Bliss=0.509, Synergy_Loewe=-27.7, Synergy_HSA=-4.12. (3) Drug 1: CC1=C(C=C(C=C1)NC2=NC=CC(=N2)N(C)C3=CC4=NN(C(=C4C=C3)C)C)S(=O)(=O)N.Cl. Synergy scores: CSS=38.0, Synergy_ZIP=-10.2, Synergy_Bliss=-4.36, Synergy_Loewe=-1.17, Synergy_HSA=-0.137. Cell line: CAKI-1. Drug 2: CN(CCCl)CCCl.Cl. (4) Drug 1: CC1=C(C=C(C=C1)NC2=NC=CC(=N2)N(C)C3=CC4=NN(C(=C4C=C3)C)C)S(=O)(=O)N.Cl. Drug 2: C1CN1P(=S)(N2CC2)N3CC3. Cell line: NCI/ADR-RES. Synergy scores: CSS=0.199, Synergy_ZIP=-2.06, Synergy_Bliss=-7.57, Synergy_Loewe=-15.4, Synergy_HSA=-8.73.